Dataset: Reaction yield outcomes from USPTO patents with 853,638 reactions. Task: Predict the reaction yield, written as a fraction of the theoretical maximum amount of product (1.0 means a 100% yield; for example, 0.34 means a 34% yield). (1) The reactants are C([O:8][N:9]1[C:15](=[O:16])[N:14]2[CH2:17][C@H:10]1[CH2:11][CH2:12][C@H:13]2[C:18]1[S:22][C:21]([N:23]2[CH2:28][CH2:27][N:26]([C:29]([O:31][C:32]([CH3:35])([CH3:34])[CH3:33])=[O:30])[CH2:25][CH2:24]2)=[N:20][N:19]=1)C1C=CC=CC=1. The catalyst is C1COCC1.[OH-].[OH-].[Pd+2]. The product is [OH:8][N:9]1[C:15](=[O:16])[N:14]2[CH2:17][C@H:10]1[CH2:11][CH2:12][C@H:13]2[C:18]1[S:22][C:21]([N:23]2[CH2:28][CH2:27][N:26]([C:29]([O:31][C:32]([CH3:35])([CH3:34])[CH3:33])=[O:30])[CH2:25][CH2:24]2)=[N:20][N:19]=1. The yield is 0.900. (2) The reactants are [N+:1]([C:4]1[N:9]=[CH:8][C:7]([N:10]2[CH2:15][CH2:14][N:13]([C:16]([O:18][C:19]([CH3:22])([CH3:21])[CH3:20])=[O:17])[CH2:12][CH2:11]2)=[CH:6][CH:5]=1)([O-])=O. The catalyst is [Pd].C(O)C. The product is [NH2:1][C:4]1[N:9]=[CH:8][C:7]([N:10]2[CH2:15][CH2:14][N:13]([C:16]([O:18][C:19]([CH3:22])([CH3:21])[CH3:20])=[O:17])[CH2:12][CH2:11]2)=[CH:6][CH:5]=1. The yield is 0.970. (3) The reactants are [CH3:1][C:2]1[CH:17]=[C:16]([NH:18][C:19]2[C:20]3[CH:28]=[C:27]([N:29]4[CH2:33][CH2:32][CH2:31][CH2:30]4)[N:26]=[CH:25][C:21]=3[N:22]=[CH:23][N:24]=2)[CH:15]=[CH:14][C:3]=1[O:4][C:5]1[CH:6]=[C:7]([CH:11]=[CH:12][CH:13]=1)[C:8](O)=[O:9].CN(C(ON1N=NC2C=CC=NC1=2)=[N+](C)C)C.F[P-](F)(F)(F)(F)F.CCN(CC)CC.[C:65]([NH2:69])([CH3:68])([CH3:67])[CH3:66]. The catalyst is CN(C=O)C. The product is [C:65]([NH:69][C:8](=[O:9])[C:7]1[CH:11]=[CH:12][CH:13]=[C:5]([O:4][C:3]2[CH:14]=[CH:15][C:16]([NH:18][C:19]3[C:20]4[CH:28]=[C:27]([N:29]5[CH2:33][CH2:32][CH2:31][CH2:30]5)[N:26]=[CH:25][C:21]=4[N:22]=[CH:23][N:24]=3)=[CH:17][C:2]=2[CH3:1])[CH:6]=1)([CH3:68])([CH3:67])[CH3:66]. The yield is 0.350. (4) The reactants are Cl[C:2]1[CH:7]=[CH:6][N:5]=[C:4]([N:8]2[CH:12]=[CH:11][N:10]=[CH:9]2)[N:3]=1.[NH:13]1[CH2:18][CH2:17][CH2:16][CH2:15][CH:14]1[CH2:19][CH2:20][OH:21].CCN(C(C)C)C(C)C. The catalyst is CN(C=O)C. The product is [N:8]1([C:4]2[N:3]=[C:2]([N:13]3[CH2:18][CH2:17][CH2:16][CH2:15][CH:14]3[CH2:19][CH2:20][OH:21])[CH:7]=[CH:6][N:5]=2)[CH:12]=[CH:11][N:10]=[CH:9]1. The yield is 0.460. (5) The reactants are [C:1]([O:5][C:6](=[O:35])[NH:7][C@H:8]([CH2:25][C:26]1[CH:31]=[C:30]([F:32])[C:29]([F:33])=[CH:28][C:27]=1[F:34])[CH2:9][C:10](=[O:24])[N:11]1[CH2:16][CH2:15][N:14]2[C:17]([C:20]([F:23])([F:22])[F:21])=[N:18][CH:19]=[C:13]2[CH2:12]1)([CH3:4])([CH3:3])[CH3:2].[Br:36]N1C(=O)CCC1=O.C(=O)([O-])[O-].[K+].[K+].C(OC(OC(C)(C)C)=O)(OC(C)(C)C)=O. The catalyst is C(O)C. The product is [C:1]([O:5][C:6](=[O:35])[NH:7][C@H:8]([CH2:25][C:26]1[CH:31]=[C:30]([F:32])[C:29]([F:33])=[CH:28][C:27]=1[F:34])[CH2:9][C:10](=[O:24])[N:11]1[CH2:16][CH2:15][N:14]2[C:17]([C:20]([F:22])([F:21])[F:23])=[N:18][C:19]([Br:36])=[C:13]2[CH2:12]1)([CH3:4])([CH3:2])[CH3:3]. The yield is 0.860. (6) The reactants are O[CH2:2][C:3]1[C:4]2[O:12][CH:11]=[CH:10][C:5]=2[C:6](=[O:9])O[CH:8]=1.[C:13]([O-:16])(=[O:15])C.[NH4+:17].[C:18](O)(=O)C. The catalyst is C(OC(=O)C)C. The product is [O:9]=[C:6]1[C:5]2[CH:10]=[CH:11][O:12][C:4]=2[C:3]([CH2:2][C:13]([O:16][CH3:18])=[O:15])=[CH:8][NH:17]1. The yield is 0.420.